This data is from Full USPTO retrosynthesis dataset with 1.9M reactions from patents (1976-2016). The task is: Predict the reactants needed to synthesize the given product. (1) Given the product [CH3:1][O:2][C:3](=[O:22])[CH2:4][C:5]1[CH:10]=[C:9]([C:11]2[CH:16]=[CH:15][C:14]([C:17]([F:20])([F:19])[F:18])=[CH:13][CH:12]=2)[N:8]=[C:7]([C:27]2[CH:28]=[C:29]([C:31]([F:34])([F:32])[F:33])[CH:30]=[C:25]([C:24]([F:23])([F:39])[F:38])[CH:26]=2)[CH:6]=1, predict the reactants needed to synthesize it. The reactants are: [CH3:1][O:2][C:3](=[O:22])[CH2:4][C:5]1[CH:10]=[C:9]([C:11]2[CH:16]=[CH:15][C:14]([C:17]([F:20])([F:19])[F:18])=[CH:13][CH:12]=2)[N:8]=[C:7](Cl)[CH:6]=1.[F:23][C:24]([F:39])([F:38])[C:25]1[CH:26]=[C:27](B(O)O)[CH:28]=[C:29]([C:31]([F:34])([F:33])[F:32])[CH:30]=1.C([O-])([O-])=O.[Na+].[Na+]. (2) Given the product [NH2:56][C:53]1[CH:54]=[CH:55][C:50]([C:49]([NH2:48])=[O:59])=[C:51]([O:57][CH3:58])[CH:52]=1, predict the reactants needed to synthesize it. The reactants are: C1CCC(N=C=NC2CCCCC2)CC1.O(C1C=C(C=CC=1)C(O)=O)C1C=CC=CC=1.C1C=CC2N(O)N=NC=2C=1.CN(CCC[NH:48][C:49](=[O:59])[C:50]1[CH:55]=[CH:54][C:53]([NH2:56])=[CH:52][C:51]=1[O:57][CH3:58])C.C(O)C(N)(CO)CO. (3) Given the product [C:16]([O:15][C:14]([N:13]([CH2:21][C@H:22]1[C@@H:26]([C:27]2[CH:28]=[CH:29][CH:30]=[CH:31][CH:32]=2)[CH2:25][N:24]([NH:35][C:51]([O:53][C:54]2[CH:63]=[CH:62][CH:61]=[CH:60][C:55]=2[C:56]([O:58][CH3:59])=[O:57])=[O:50])[CH2:23]1)[C@@H:11]([C:1]1[C:10]2[C:5](=[CH:6][CH:7]=[CH:8][CH:9]=2)[CH:4]=[CH:3][CH:2]=1)[CH3:12])=[O:20])([CH3:18])([CH3:19])[CH3:17], predict the reactants needed to synthesize it. The reactants are: [C:1]1([C@H:11]([N:13]([CH2:21][C@@H:22]2[C@@H:26]([C:27]3[CH:32]=[CH:31][CH:30]=[CH:29][CH:28]=3)[CH2:25][NH:24][CH2:23]2)[C:14](=[O:20])[O:15][C:16]([CH3:19])([CH3:18])[CH3:17])[CH3:12])[C:10]2[C:5](=[CH:6][CH:7]=[CH:8][CH:9]=2)[CH:4]=[CH:3][CH:2]=1.C([N:35](CC)CC)C.CC#N.[N+](C1C=CC([O:50][C:51]([O:53][C:54]2[CH:63]=[CH:62][CH:61]=[CH:60][C:55]=2[C:56]([O:58][CH3:59])=[O:57])=O)=CC=1)([O-])=O. (4) Given the product [Cl:1][C:2]1[CH:11]=[CH:10][C:9]2[N:8]=[CH:7][C:6]3[N:12]=[CH:26][N:13]([CH2:14][C:15]4[CH:20]=[CH:19][C:18]([O:21][CH3:22])=[CH:17][C:16]=4[O:23][CH3:24])[C:5]=3[C:4]=2[CH:3]=1, predict the reactants needed to synthesize it. The reactants are: [Cl:1][C:2]1[CH:3]=[C:4]2[C:9](=[CH:10][CH:11]=1)[N:8]=[CH:7][C:6]([NH2:12])=[C:5]2[NH:13][CH2:14][C:15]1[CH:20]=[CH:19][C:18]([O:21][CH3:22])=[CH:17][C:16]=1[O:23][CH3:24].Cl[C:26]1C=C2C(=CC=1)N=CC(N)=C2NC.C([O-])([O-])OC.Cl. (5) Given the product [C:1]12([C:7]([N:10]3[CH:14]=[CH:13][N:12]=[CH:11]3)=[O:9])[CH2:6][CH:5]1[CH2:4][CH2:3][CH2:2]2, predict the reactants needed to synthesize it. The reactants are: [C:1]12([C:7]([OH:9])=O)[CH2:6][CH:5]1[CH2:4][CH2:3][CH2:2]2.[N:10]1(C([N:10]2[CH:14]=[CH:13][N:12]=[CH:11]2)=O)[CH:14]=[CH:13][N:12]=[CH:11]1. (6) Given the product [CH3:20][C:5]1[CH:4]=[CH:3][C:2]([NH:1][C:22]([NH:21][C:24]2[CH:29]=[CH:28][CH:27]=[C:26]([C:30]([F:31])([F:32])[F:33])[CH:25]=2)=[O:23])=[CH:7][C:6]=1[N:8]1[CH2:19][CH2:18][C:11]2[N:12]=[C:13]([NH:16][CH3:17])[N:14]=[CH:15][C:10]=2[CH2:9]1, predict the reactants needed to synthesize it. The reactants are: [NH2:1][C:2]1[CH:3]=[CH:4][C:5]([CH3:20])=[C:6]([N:8]2[CH2:19][CH2:18][C:11]3[N:12]=[C:13]([NH:16][CH3:17])[N:14]=[CH:15][C:10]=3[CH2:9]2)[CH:7]=1.[N:21]([C:24]1[CH:29]=[CH:28][CH:27]=[C:26]([C:30]([F:33])([F:32])[F:31])[CH:25]=1)=[C:22]=[O:23].CCCCCC. (7) Given the product [NH2:17][C:15]([CH2:14][O:13][C:12]1[CH:18]=[CH:19][CH:20]=[C:10]([Cl:9])[C:11]=1[C:21]1[N:1]=[C:2]2[CH:7]=[CH:6][C:5]([F:8])=[CH:4][N:3]2[C:32]=1[NH:31][C:25]1[C:26]([CH3:30])=[CH:27][CH:28]=[CH:29][C:24]=1[CH3:23])=[O:16], predict the reactants needed to synthesize it. The reactants are: [NH2:1][C:2]1[CH:7]=[CH:6][C:5]([F:8])=[CH:4][N:3]=1.[Cl:9][C:10]1[C:11]([CH:21]=O)=[C:12]([CH:18]=[CH:19][CH:20]=1)[O:13][CH2:14][C:15]([NH2:17])=[O:16].[CH3:23][C:24]1[CH:29]=[CH:28][CH:27]=[C:26]([CH3:30])[C:25]=1[N+:31]#[C-:32].Cl(O)(=O)(=O)=O. (8) Given the product [Cl:27][C:13]1[CH:12]=[C:11]([CH2:16][CH2:17][CH3:18])[N:10]=[C:9]([NH:8][C:5]2[CH:6]=[CH:7][C:2]([F:1])=[C:3]([C:19]([F:22])([F:21])[F:20])[CH:4]=2)[N:14]=1, predict the reactants needed to synthesize it. The reactants are: [F:1][C:2]1[CH:7]=[CH:6][C:5]([NH:8][C:9]2[NH:14][C:13](=O)[CH:12]=[C:11]([CH2:16][CH2:17][CH3:18])[N:10]=2)=[CH:4][C:3]=1[C:19]([F:22])([F:21])[F:20].[OH-].[Na+].P(Cl)(Cl)([Cl:27])=O. (9) Given the product [CH3:15][CH:16]1[CH2:17][CH2:18][N:19]([C:22]([C:24]2[CH:32]=[CH:31][C:30]3[N:29]([S:33]([C:36]4[CH:45]=[CH:44][CH:43]=[CH:42][C:37]=4[C:38]([O:40][CH3:41])=[O:39])(=[O:35])=[O:34])[C:28]4[CH2:46][CH2:47][N:48]([CH:53]5[CH2:54][CH2:55][O:50][CH2:51][CH2:52]5)[CH2:49][C:27]=4[C:26]=3[CH:25]=2)=[O:23])[CH2:20][CH2:21]1, predict the reactants needed to synthesize it. The reactants are: C(O)(C(F)(F)F)=O.OC(C(F)(F)F)=O.[CH3:15][CH:16]1[CH2:21][CH2:20][N:19]([C:22]([C:24]2[CH:32]=[CH:31][C:30]3[N:29]([S:33]([C:36]4[CH:45]=[CH:44][CH:43]=[CH:42][C:37]=4[C:38]([O:40][CH3:41])=[O:39])(=[O:35])=[O:34])[C:28]4[CH2:46][CH2:47][NH:48][CH2:49][C:27]=4[C:26]=3[CH:25]=2)=[O:23])[CH2:18][CH2:17]1.[O:50]1[CH2:55][CH2:54][C:53](=O)[CH2:52][CH2:51]1. (10) Given the product [F:57][C:54]1[CH:53]=[CH:52][C:51]([CH2:50][C:42]2([C:46]([O:48][CH3:49])=[O:47])[CH2:43][CH2:44][CH2:45][CH:40]([NH:39][C:17]([C:14]3[CH:15]=[C:16]4[C:11](=[CH:12][CH:13]=3)[N:10]([C:20]([C:27]3[CH:32]=[CH:31][CH:30]=[CH:29][CH:28]=3)([C:33]3[CH:38]=[CH:37][CH:36]=[CH:35][CH:34]=3)[C:21]3[CH:26]=[CH:25][CH:24]=[CH:23][CH:22]=3)[N:9]=[C:8]4[C:6]3[CH:5]=[CH:4][N:3]=[C:2]([CH3:1])[CH:7]=3)=[O:19])[CH2:41]2)=[CH:56][CH:55]=1, predict the reactants needed to synthesize it. The reactants are: [CH3:1][C:2]1[CH:7]=[C:6]([C:8]2[C:16]3[C:11](=[CH:12][CH:13]=[C:14]([C:17]([OH:19])=O)[CH:15]=3)[N:10]([C:20]([C:33]3[CH:38]=[CH:37][CH:36]=[CH:35][CH:34]=3)([C:27]3[CH:32]=[CH:31][CH:30]=[CH:29][CH:28]=3)[C:21]3[CH:26]=[CH:25][CH:24]=[CH:23][CH:22]=3)[N:9]=2)[CH:5]=[CH:4][N:3]=1.[NH2:39][CH:40]1[CH2:45][CH2:44][CH2:43][C:42]([CH2:50][C:51]2[CH:56]=[CH:55][C:54]([F:57])=[CH:53][CH:52]=2)([C:46]([O:48][CH3:49])=[O:47])[CH2:41]1.CN(C(ON1N=NC2C=CC=NC1=2)=[N+](C)C)C.F[P-](F)(F)(F)(F)F.C(N(C(C)C)CC)(C)C.